Dataset: Forward reaction prediction with 1.9M reactions from USPTO patents (1976-2016). Task: Predict the product of the given reaction. Given the reactants [Br:1][C:2]1[CH:7]=[CH:6][C:5]([O:8][CH3:9])=[C:4]([N+:10]([O-:12])=[O:11])[C:3]=1[CH3:13].CO[CH:16](OC)[N:17]([CH3:19])[CH3:18].N1CC[CH2:24][CH2:23]1, predict the reaction product. The product is: [Br:1][C:2]1[C:3](/[CH:13]=[CH:19]/[N:17]2[CH2:16][CH2:24][CH2:23][CH2:18]2)=[C:4]([N+:10]([O-:12])=[O:11])[C:5]([O:8][CH3:9])=[CH:6][CH:7]=1.